This data is from NCI-60 drug combinations with 297,098 pairs across 59 cell lines. The task is: Regression. Given two drug SMILES strings and cell line genomic features, predict the synergy score measuring deviation from expected non-interaction effect. (1) Drug 1: CC1C(C(CC(O1)OC2CC(OC(C2O)C)OC3=CC4=CC5=C(C(=O)C(C(C5)C(C(=O)C(C(C)O)O)OC)OC6CC(C(C(O6)C)O)OC7CC(C(C(O7)C)O)OC8CC(C(C(O8)C)O)(C)O)C(=C4C(=C3C)O)O)O)O. Synergy scores: CSS=17.2, Synergy_ZIP=0.347, Synergy_Bliss=-0.374, Synergy_Loewe=-39.1, Synergy_HSA=-1.75. Cell line: OVCAR-5. Drug 2: COC1=NC(=NC2=C1N=CN2C3C(C(C(O3)CO)O)O)N. (2) Drug 1: CCCS(=O)(=O)NC1=C(C(=C(C=C1)F)C(=O)C2=CNC3=C2C=C(C=N3)C4=CC=C(C=C4)Cl)F. Drug 2: C1=CC(=CC=C1CCC2=CNC3=C2C(=O)NC(=N3)N)C(=O)NC(CCC(=O)O)C(=O)O. Cell line: HS 578T. Synergy scores: CSS=25.4, Synergy_ZIP=6.28, Synergy_Bliss=12.0, Synergy_Loewe=-5.14, Synergy_HSA=6.19. (3) Drug 1: CC1=CC=C(C=C1)C2=CC(=NN2C3=CC=C(C=C3)S(=O)(=O)N)C(F)(F)F. Drug 2: C1=CN(C(=O)N=C1N)C2C(C(C(O2)CO)O)O.Cl. Cell line: UACC62. Synergy scores: CSS=18.1, Synergy_ZIP=-5.53, Synergy_Bliss=-0.642, Synergy_Loewe=-22.0, Synergy_HSA=0.0411. (4) Drug 1: C1=CC(=C2C(=C1NCCNCCO)C(=O)C3=C(C=CC(=C3C2=O)O)O)NCCNCCO. Drug 2: C1C(C(OC1N2C=NC(=NC2=O)N)CO)O. Cell line: SNB-19. Synergy scores: CSS=44.2, Synergy_ZIP=-6.37, Synergy_Bliss=-5.90, Synergy_Loewe=-2.53, Synergy_HSA=-0.890. (5) Drug 1: CS(=O)(=O)OCCCCOS(=O)(=O)C. Drug 2: CC(C)CN1C=NC2=C1C3=CC=CC=C3N=C2N. Cell line: HS 578T. Synergy scores: CSS=14.4, Synergy_ZIP=-5.45, Synergy_Bliss=-3.13, Synergy_Loewe=-1.77, Synergy_HSA=-1.65. (6) Drug 1: CCC1(CC2CC(C3=C(CCN(C2)C1)C4=CC=CC=C4N3)(C5=C(C=C6C(=C5)C78CCN9C7C(C=CC9)(C(C(C8N6C=O)(C(=O)OC)O)OC(=O)C)CC)OC)C(=O)OC)O.OS(=O)(=O)O. Drug 2: COC1=NC(=NC2=C1N=CN2C3C(C(C(O3)CO)O)O)N. Cell line: UACC62. Synergy scores: CSS=1.59, Synergy_ZIP=1.06, Synergy_Bliss=3.40, Synergy_Loewe=0.786, Synergy_HSA=1.28. (7) Drug 1: C1CN1C2=NC(=NC(=N2)N3CC3)N4CC4. Drug 2: CN1C2=C(C=C(C=C2)N(CCCl)CCCl)N=C1CCCC(=O)O.Cl. Cell line: NCI-H226. Synergy scores: CSS=-0.557, Synergy_ZIP=6.89, Synergy_Bliss=13.0, Synergy_Loewe=4.21, Synergy_HSA=3.18.